Dataset: Reaction yield outcomes from USPTO patents with 853,638 reactions. Task: Predict the reaction yield, written as a fraction of the theoretical maximum amount of product (1.0 means a 100% yield; for example, 0.34 means a 34% yield). (1) The reactants are [NH2:1][C:2]1[CH:7]=[CH:6][CH:5]=[CH:4][CH:3]=1.Cl[CH2:9][CH2:10][CH2:11][CH2:12][CH2:13][CH2:14][OH:15].[C:16](=[O:19])([O-])[O-].[K+].[K+]. The catalyst is C(O)CCC. The product is [OH:15][CH2:14][CH2:13][CH2:12][CH2:11][CH2:10][CH2:9][N:1]([CH2:4][CH2:3][CH2:2][CH2:7][CH2:6][CH2:16][OH:19])[C:2]1[CH:7]=[CH:6][CH:5]=[CH:4][CH:3]=1. The yield is 0.600. (2) The reactants are [CH3:1][O:2][C:3]1[CH:4]=[C:5]([NH:11][C:12](SC)=[C:13]2[C:18](=[O:19])[O:17][C:16]([CH3:21])([CH3:20])[O:15][C:14]2=[O:22])[CH:6]=[CH:7][C:8]=1[O:9][CH3:10].[OH-].[NH4+:26]. The catalyst is C1COCC1.Cl[Hg]Cl. The product is [NH2:26][C:12]([NH:11][C:5]1[CH:6]=[CH:7][C:8]([O:9][CH3:10])=[C:3]([O:2][CH3:1])[CH:4]=1)=[C:13]1[C:18](=[O:19])[O:17][C:16]([CH3:21])([CH3:20])[O:15][C:14]1=[O:22]. The yield is 0.970. (3) The reactants are [Br:1][C:2]1[CH:3]=[C:4]([CH2:7][C:8]2[CH:13]=[CH:12][C:11]([CH2:14][CH3:15])=[CH:10][CH:9]=2)[S:5][CH:6]=1.[CH2:16]1[O:18][CH2:17]1.O. The catalyst is C1COCC1.[Li+].CC([N-]C(C)C)C. The product is [Br:1][C:2]1[CH:3]=[C:4]([CH2:7][C:8]2[CH:13]=[CH:12][C:11]([CH2:14][CH3:15])=[CH:10][CH:9]=2)[S:5][C:6]=1[CH2:16][CH2:17][OH:18]. The yield is 0.780. (4) The reactants are [CH:1]([NH:4][CH:5]([CH3:7])[CH3:6])([CH3:3])[CH3:2].[P:8]([Cl:11])(Cl)Cl. The catalyst is C(#N)C. The product is [CH:1]([N:4]([P:8]([N:4]([CH:5]([CH3:7])[CH3:6])[CH:1]([CH3:3])[CH3:2])[Cl:11])[CH:5]([CH3:7])[CH3:6])([CH3:3])[CH3:2]. The yield is 0.740. (5) The reactants are OC(C(F)(F)F)=O.[CH3:8][C:9]([CH3:36])([CH3:35])[C:10]#[C:11][C:12]1[S:16][C:15]([C:17]([OH:19])=[O:18])=[C:14]([N:20]([C@@H:30]([CH3:34])[CH2:31][CH2:32][OH:33])[C:21]([C@H:23]2[CH2:28][CH2:27][C@H:26]([CH3:29])[CH2:25][CH2:24]2)=[O:22])[CH:13]=1.Cl[C:38]1[C:47]2[C:42](=[C:43]([CH3:50])[C:44]([O:48][CH3:49])=[CH:45][CH:46]=2)[N:41]=[C:40]([O:51][CH2:52][CH3:53])[CH:39]=1.C(O[K])(C)(C)C. The catalyst is CS(C)=O. The product is [CH3:36][C:9]([CH3:35])([CH3:8])[C:10]#[C:11][C:12]1[S:16][C:15]([C:17]([OH:19])=[O:18])=[C:14]([N:20]([C@@H:30]([CH3:34])[CH2:31][CH2:32][O:33][C:38]2[C:47]3[C:42](=[C:43]([CH3:50])[C:44]([O:48][CH3:49])=[CH:45][CH:46]=3)[N:41]=[C:40]([O:51][CH2:52][CH3:53])[CH:39]=2)[C:21]([CH:23]2[CH2:28][CH2:27][CH:26]([CH3:29])[CH2:25][CH2:24]2)=[O:22])[CH:13]=1. The yield is 0.160. (6) The reactants are [Cl:1][C:2]1[CH:7]=[C:6]([Cl:8])[CH:5]=[CH:4][C:3]=1[C:9]1[CH:13]=[C:12]([OH:14])[N:11]([CH3:15])[N:10]=1.[OH-].[Na+].[CH2:18]=O.[C:20]1([CH3:29])[CH:25]=[CH:24][C:23]([S:26]([O-:28])=[O:27])=[CH:22][CH:21]=1.[Na+].Cl. The catalyst is C(O)C.O. The product is [Cl:1][C:2]1[CH:7]=[C:6]([Cl:8])[CH:5]=[CH:4][C:3]=1[C:9]1[C:13]([CH2:18][S:26]([C:23]2[CH:24]=[CH:25][C:20]([CH3:29])=[CH:21][CH:22]=2)(=[O:28])=[O:27])=[C:12]([OH:14])[N:11]([CH3:15])[N:10]=1. The yield is 0.903. (7) The reactants are [Br:1][C:2]1[CH:3]=[C:4]([N:8]2[C:12](=O)[CH2:11][C:10]([CH3:15])([CH3:14])[C:9]2=O)[CH:5]=[CH:6][CH:7]=1.CO.O.C(Cl)Cl. The catalyst is C1COCC1. The product is [Br:1][C:2]1[CH:3]=[C:4]([N:8]2[CH2:12][CH2:11][C:10]([CH3:15])([CH3:14])[CH2:9]2)[CH:5]=[CH:6][CH:7]=1. The yield is 0.840.